From a dataset of Forward reaction prediction with 1.9M reactions from USPTO patents (1976-2016). Predict the product of the given reaction. (1) Given the reactants [CH3:1][C:2]([CH3:32])([CH3:31])[C:3](=[O:30])[CH2:4][O:5][C:6]1[CH:11]=[CH:10][C:9]([C:12]([C:17]2[CH:18]=[CH:19][C:20]3[CH:24]=[C:23]([C:25](O)=[O:26])[S:22][C:21]=3[CH:28]=2)([CH2:15][CH3:16])[CH2:13][CH3:14])=[CH:8][C:7]=1[CH3:29].C(Cl)CCl.Cl.[CH3:38][NH:39][CH3:40], predict the reaction product. The product is: [CH3:38][N:39]([CH3:40])[C:25]([C:23]1[S:22][C:21]2[CH:28]=[C:17]([C:12]([C:9]3[CH:10]=[CH:11][C:6]([O:5][CH2:4][C:3](=[O:30])[C:2]([CH3:32])([CH3:31])[CH3:1])=[C:7]([CH3:29])[CH:8]=3)([CH2:15][CH3:16])[CH2:13][CH3:14])[CH:18]=[CH:19][C:20]=2[CH:24]=1)=[O:26]. (2) Given the reactants C(OC([N:8]1[CH2:23][CH2:22][C:11]2[N:12]([CH3:21])[C:13]3[CH:14]=[C:15]([CH3:20])[CH:16]=[C:17]([CH3:19])[C:18]=3[C:10]=2[CH2:9]1)=O)(C)(C)C.C(O)(C(F)(F)F)=O.C(Cl)Cl, predict the reaction product. The product is: [CH3:21][N:12]1[C:13]2[CH:14]=[C:15]([CH3:20])[CH:16]=[C:17]([CH3:19])[C:18]=2[C:10]2[CH2:9][NH:8][CH2:23][CH2:22][C:11]1=2. (3) Given the reactants [CH2:1]([N:4]1[C:12]2[CH:11]=[CH:10][C:9]([N:13]([CH3:23])[S:14]([C:17]3[CH:22]=[CH:21][CH:20]=[CH:19][CH:18]=3)(=[O:16])=[O:15])=[CH:8][C:7]=2[CH:6]2[CH2:24][N:25]([CH:28]3[CH2:32][CH2:31][CH2:30][CH2:29]3)[CH2:26][CH2:27][CH:5]12)[CH:2]=[CH2:3].[O:33]1CCC(=O)CC1.C(O[BH-](OC(=O)C)OC(=O)C)(=O)C.[Na+], predict the reaction product. The product is: [CH2:1]([N:4]1[C:12]2[CH:11]=[CH:10][C:9]([N:13]([CH3:23])[S:14]([C:17]3[CH:22]=[CH:21][CH:20]=[CH:19][CH:18]=3)(=[O:16])=[O:15])=[CH:8][C:7]=2[CH:6]2[CH2:24][N:25]([CH:28]3[CH2:32][CH2:31][O:33][CH2:30][CH2:29]3)[CH2:26][CH2:27][CH:5]12)[CH:2]=[CH2:3].